Predict the reaction yield, written as a fraction of the theoretical maximum amount of product (1.0 means a 100% yield; for example, 0.34 means a 34% yield). From a dataset of Reaction yield outcomes from USPTO patents with 853,638 reactions. The reactants are [Br:1][C:2]1[CH:3]=[C:4]([N+:9]([O-:11])=[O:10])[C:5](Cl)=[N:6][CH:7]=1.[CH3:12][OH:13]. No catalyst specified. The product is [Br:1][C:2]1[CH:3]=[C:4]([N+:9]([O-:11])=[O:10])[C:5]([O:13][CH3:12])=[N:6][CH:7]=1. The yield is 0.980.